This data is from Reaction yield outcomes from USPTO patents with 853,638 reactions. The task is: Predict the reaction yield, written as a fraction of the theoretical maximum amount of product (1.0 means a 100% yield; for example, 0.34 means a 34% yield). (1) The yield is 0.530. The reactants are [C:1]([C:3]1[CH:4]=[N:5][CH:6]=[CH:7][CH:8]=1)#[CH:2].[CH2:9]([SnH:13]([CH2:18][CH2:19][CH2:20][CH3:21])[CH2:14][CH2:15][CH2:16][CH3:17])[CH2:10][CH2:11][CH3:12].CC(N=NC(C#N)(C)C)(C#N)C. The catalyst is C1COCC1. The product is [CH2:18]([Sn:13]([CH2:9][CH2:10][CH2:11][CH3:12])([CH2:14][CH2:15][CH2:16][CH3:17])/[CH:2]=[CH:1]/[C:3]1[CH:4]=[N:5][CH:6]=[CH:7][CH:8]=1)[CH2:19][CH2:20][CH3:21]. (2) The reactants are Cl[C:2]1[C:7]([N+:8]([O-:10])=[O:9])=[CH:6][CH:5]=[CH:4][N:3]=1.[CH:11]1([CH2:14][NH2:15])[CH2:13][CH2:12]1.O. The catalyst is O1CCCC1. The product is [CH:11]1([CH2:14][NH:15][C:2]2[C:7]([N+:8]([O-:10])=[O:9])=[CH:6][CH:5]=[CH:4][N:3]=2)[CH2:13][CH2:12]1. The yield is 0.957. (3) The reactants are C1(N)CCC1.[Cl-:6].[N+](C1C=[C:14]([N+]([O-])=O)[CH:13]=[CH:12][C:11]=1[N+:19]1[CH:24]=[CH:23][CH:22]=[C:21]([CH3:25])[CH:20]=1)([O-])=O. The catalyst is C(O)CCC. The product is [Cl-:6].[CH:11]1([N+:19]2[CH:24]=[CH:23][CH:22]=[C:21]([CH3:25])[CH:20]=2)[CH2:12][CH2:13][CH2:14]1. The yield is 0.700. (4) The reactants are [C:1]([N:4]1[CH2:9][CH2:8][CH:7]([C:10]([OH:23])=[C:11]([C:14]2[S:15][C:16]3[CH:22]=[CH:21][CH:20]=[CH:19][C:17]=3[N:18]=2)[C:12]#[N:13])[CH2:6][CH2:5]1)(=[O:3])[CH3:2].C(N(CC)CC)C.[S:31](Cl)([C:34]1[CH:40]=[CH:39][C:37]([CH3:38])=[CH:36][CH:35]=1)(=[O:33])=[O:32]. The catalyst is ClCCl. The product is [C:1]([N:4]1[CH2:5][CH2:6][CH:7]([C:10]([O:23][S:31]([C:34]2[CH:40]=[CH:39][C:37]([CH3:38])=[CH:36][CH:35]=2)(=[O:33])=[O:32])=[C:11]([C:14]2[S:15][C:16]3[CH:22]=[CH:21][CH:20]=[CH:19][C:17]=3[N:18]=2)[C:12]#[N:13])[CH2:8][CH2:9]1)(=[O:3])[CH3:2]. The yield is 0.230. (5) The reactants are [NH:1]1[CH:5]=[C:4]([C:6]2[C:7]([NH2:12])=[N:8][CH:9]=[CH:10][CH:11]=2)[CH:3]=[N:2]1.[H-].[Na+].Cl[CH2:16][C:17]1[CH:30]=[CH:29][C:20]([CH2:21][O:22][C:23]2[CH:28]=[CH:27][CH:26]=[CH:25][N:24]=2)=[CH:19][CH:18]=1. The catalyst is CN(C)C=O. The product is [N:24]1[CH:25]=[CH:26][CH:27]=[CH:28][C:23]=1[O:22][CH2:21][C:20]1[CH:19]=[CH:18][C:17]([CH2:16][N:1]2[CH:5]=[C:4]([C:6]3[C:7]([NH2:12])=[N:8][CH:9]=[CH:10][CH:11]=3)[CH:3]=[N:2]2)=[CH:30][CH:29]=1. The yield is 0.920.